This data is from Full USPTO retrosynthesis dataset with 1.9M reactions from patents (1976-2016). The task is: Predict the reactants needed to synthesize the given product. (1) Given the product [CH3:1][C:2]1[CH-:3][C:4]2[C:9]([CH:10]=1)=[C:8]([C:11]1[CH:12]=[CH:13][CH:14]=[CH:15][CH:16]=1)[C:7]([CH3:17])=[CH:6][CH:5]=2.[Li+:18], predict the reactants needed to synthesize it. The reactants are: [CH3:1][C:2]1[CH2:3][C:4]2[C:9]([CH:10]=1)=[C:8]([C:11]1[CH:16]=[CH:15][CH:14]=[CH:13][CH:12]=1)[C:7]([CH3:17])=[CH:6][CH:5]=2.[Li:18]CCCC. (2) Given the product [Br:7][C:8]1[CH:23]=[CH:22][C:11]([CH2:12][CH:13]([CH2:19][CH:20]=[O:2])[C:14]([O:16][CH2:17][CH3:18])=[O:15])=[C:10]([Cl:24])[CH:9]=1, predict the reactants needed to synthesize it. The reactants are: I([O-])(=O)(=O)=[O:2].[Na+].[Br:7][C:8]1[CH:23]=[CH:22][C:11]([CH2:12][CH:13]([CH2:19][CH:20]=C)[C:14]([O:16][CH2:17][CH3:18])=[O:15])=[C:10]([Cl:24])[CH:9]=1. (3) Given the product [CH2:14]([CH:13]([C:5]1[C:6]2[N:7]([CH3:12])[C:8](=[O:11])[NH:9][C:10]=2[C:2]([O:20][CH3:19])=[CH:3][CH:4]=1)[CH2:16][CH3:17])[CH3:15], predict the reactants needed to synthesize it. The reactants are: Br[C:2]1[C:10]2[NH:9][C:8](=[O:11])[N:7]([CH3:12])[C:6]=2[C:5]([CH:13]([CH2:16][CH3:17])[CH2:14][CH3:15])=[CH:4][CH:3]=1.[I-].[CH3:19][O-:20].[Na+]. (4) Given the product [Cl:1][C:2]1[N:3]=[C:4]([N:18]([CH3:20])[CH3:19])[C:5]2[CH2:10][CH:9]=[C:8]([C:12]3[CH:13]=[CH:14][CH:15]=[CH:16][CH:17]=3)[C:6]=2[N:7]=1, predict the reactants needed to synthesize it. The reactants are: [Cl:1][C:2]1[N:3]=[C:4]([N:18]([CH3:20])[CH3:19])[C:5]2[CH2:10][CH2:9][C:8]([C:12]3[CH:17]=[CH:16][CH:15]=[CH:14][CH:13]=3)(O)[C:6]=2[N:7]=1.Cl.